Task: Binary Classification. Given a miRNA mature sequence and a target amino acid sequence, predict their likelihood of interaction.. Dataset: Experimentally validated miRNA-target interactions with 360,000+ pairs, plus equal number of negative samples The miRNA is hsa-miR-200b-3p with sequence UAAUACUGCCUGGUAAUGAUGA. The protein sequence of the target gene is MTGVFDRRVPSIRSGDFQAPFQTSAAMHHPSQESPTLPESSATDSDYYSPTGGAPHGYCSPTSASYGKALNPYQYQYHGVNGSAGSYPAKAYADYSYASSYHQYGGAYNRVPSATNQPEKEVTEPEVRMVNGKPKKVRKPRTIYSSFQLAALQRRFQKTQYLALPERAELAASLGLTQTQVKIWFQNKRSKIKKIMKNGEMPPEHSPSSSDPMACNSPQSPAVWEPQGSSRSLSHHPHAHPPTSNQSPASSYLENSASWYTSAASSINSHLPPPGSLQHPLALASGTLY. Result: 0 (no interaction).